This data is from CYP1A2 inhibition data for predicting drug metabolism from PubChem BioAssay. The task is: Regression/Classification. Given a drug SMILES string, predict its absorption, distribution, metabolism, or excretion properties. Task type varies by dataset: regression for continuous measurements (e.g., permeability, clearance, half-life) or binary classification for categorical outcomes (e.g., BBB penetration, CYP inhibition). Dataset: cyp1a2_veith. The drug is O=C(c1csnn1)N1CCC2(CC1)CN(c1ncccn1)C2. The result is 0 (non-inhibitor).